This data is from Reaction yield outcomes from USPTO patents with 853,638 reactions. The task is: Predict the reaction yield, written as a fraction of the theoretical maximum amount of product (1.0 means a 100% yield; for example, 0.34 means a 34% yield). (1) The reactants are C(O)(C(F)(F)F)=O.[Cl:8][C:9]1[CH:10]=[CH:11][C:12]([S:42]([CH2:45][CH3:46])(=[O:44])=[O:43])=[C:13]([CH:41]=1)[CH2:14][N:15]1[C:24](=[O:25])[C:23]2[C:18](=[CH:19][C:20]([CH2:30][N:31]3[CH2:36][CH2:35][N:34](C(O)=O)[CH2:33][CH2:32]3)=[C:21]([C:26]([F:29])([F:28])[F:27])[CH:22]=2)[NH:17][C:16]1=[O:40]. The catalyst is ClCCl. The product is [Cl:8][C:9]1[CH:10]=[CH:11][C:12]([S:42]([CH2:45][CH3:46])(=[O:43])=[O:44])=[C:13]([CH:41]=1)[CH2:14][N:15]1[C:24](=[O:25])[C:23]2[C:18](=[CH:19][C:20]([CH2:30][N:31]3[CH2:36][CH2:35][NH:34][CH2:33][CH2:32]3)=[C:21]([C:26]([F:29])([F:27])[F:28])[CH:22]=2)[NH:17][C:16]1=[O:40]. The yield is 0.920. (2) The reactants are [NH2:1][C@H:2]1[CH2:7][C:6]2[C:8]([N:12]3[CH2:17][CH2:16][N:15]([CH3:18])[CH2:14][CH2:13]3)=[CH:9][CH:10]=[CH:11][C:5]=2[O:4][CH2:3]1.C(N(CC)CC)C.[O:26]1[CH:30]=[CH:29][CH:28]=[C:27]1[C:31](Cl)=[O:32]. The catalyst is C(Cl)Cl. The yield is 0.790. The product is [CH3:18][N:15]1[CH2:14][CH2:13][N:12]([C:8]2[C:6]3[CH2:7][C@H:2]([NH:1][C:31]([C:27]4[O:26][CH:30]=[CH:29][CH:28]=4)=[O:32])[CH2:3][O:4][C:5]=3[CH:11]=[CH:10][CH:9]=2)[CH2:17][CH2:16]1. (3) The reactants are C(OC(=O)NC1C(=O)N2C(C)CCC2=NC=1)C1C=CC=CC=1.[CH2:23]([O:30][C:31]([NH:33][C:34]1[C:39](=[O:40])[N:38]2[C:41]([CH2:47][O:48][CH3:49])([C:44]([OH:46])=O)[CH2:42][CH2:43][C:37]2=[N:36][CH:35]=1)=[O:32])[C:24]1[CH:29]=[CH:28][CH:27]=[CH:26][CH:25]=1.[C:50]([O:54][C:55](=[O:67])[NH:56][C:57]([C:59]1[CH:64]=[CH:63][C:62]([CH2:65][NH2:66])=[CH:61][CH:60]=1)=[NH:58])([CH3:53])([CH3:52])[CH3:51]. No catalyst specified. The product is [CH2:23]([O:30][C:31](=[O:32])[NH:33][C:34]1[C:39](=[O:40])[N:38]2[C:41]([C:44](=[O:46])[NH:66][CH2:65][C:62]3[CH:63]=[CH:64][C:59]([C:57]([NH:56][C:55]([O:54][C:50]([CH3:53])([CH3:52])[CH3:51])=[O:67])=[NH:58])=[CH:60][CH:61]=3)([CH2:47][O:48][CH3:49])[CH2:42][CH2:43][C:37]2=[N:36][CH:35]=1)[C:24]1[CH:25]=[CH:26][CH:27]=[CH:28][CH:29]=1. The yield is 1.00. (4) The reactants are [C:1]([O:5][C:6](=[O:31])[NH:7][CH:8]([CH2:22][C:23]1[CH:28]=[C:27]([F:29])[CH:26]=[C:25]([F:30])[CH:24]=1)[CH:9]([OH:21])[CH2:10][NH:11][CH2:12][C:13]1[CH:18]=[CH:17][CH:16]=[C:15]([CH2:19][CH3:20])[CH:14]=1)([CH3:4])([CH3:3])[CH3:2].C(N(CC)CC)C.[CH2:39]([O:46][C:47](Cl)=[O:48])[C:40]1[CH:45]=[CH:44][CH:43]=[CH:42][CH:41]=1.CCCCCCC.CCOC(C)=O. The catalyst is C1COCC1. The product is [CH2:39]([O:46][C:47](=[O:48])[N:11]([CH2:10][CH:9]([OH:21])[CH:8]([NH:7][C:6]([O:5][C:1]([CH3:2])([CH3:3])[CH3:4])=[O:31])[CH2:22][C:23]1[CH:28]=[C:27]([F:29])[CH:26]=[C:25]([F:30])[CH:24]=1)[CH2:12][C:13]1[CH:18]=[CH:17][CH:16]=[C:15]([CH2:19][CH3:20])[CH:14]=1)[C:40]1[CH:45]=[CH:44][CH:43]=[CH:42][CH:41]=1. The yield is 0.710. (5) The reactants are [H-].[Al+3].[Li+].[H-].[H-].[H-].[CH3:7][C:8]1[CH:9]=[C:10]2[C:15](=O)[O:14][C:12](=[O:13])[C:11]2=[CH:17][CH:18]=1.[OH-].[Na+].S([O-])([O-])(=O)=O.[Mg+2]. The catalyst is O1CCCC1.O. The product is [CH3:7][C:8]1[CH:18]=[CH:17][C:11]([CH2:12][OH:13])=[C:10]([CH2:15][OH:14])[CH:9]=1. The yield is 0.960. (6) The reactants are [C:1]([O:7][C:8]([CH3:11])([CH3:10])[CH3:9])(=[O:6])[CH2:2][C:3]([CH3:5])=O.Br[C:13]1[CH:14]=[C:15]([CH:18]=[CH:19][CH:20]=1)[CH:16]=O.[NH4+:21].[OH-:22]. The catalyst is CCO.C(Cl)Cl. The product is [CH3:5][C:3]1[NH:21][C:3]([CH3:5])=[C:2]([C:1]([O:7][C:8]([CH3:11])([CH3:10])[CH3:9])=[O:22])[CH:16]([C:15]2[CH:18]=[CH:19][CH:20]=[CH:13][CH:14]=2)[C:2]=1[C:1]([O:7][C:8]([CH3:11])([CH3:10])[CH3:9])=[O:6]. The yield is 0.230.